From a dataset of Full USPTO retrosynthesis dataset with 1.9M reactions from patents (1976-2016). Predict the reactants needed to synthesize the given product. (1) Given the product [Cl:30][C:31]1[CH:36]=[CH:35][C:34]([C:2]2[C:10]3[NH:9][C:8]([N:11]4[CH2:16][CH2:15][N:14]([C:17]5[C:22]([Cl:23])=[CH:21][C:20]([Cl:24])=[CH:19][N:18]=5)[CH2:13][C@H:12]4[CH3:25])=[N:7][C:6]=3[CH:5]=[C:4]([C:26]([F:27])([F:29])[F:28])[CH:3]=2)=[CH:33][CH:32]=1, predict the reactants needed to synthesize it. The reactants are: Br[C:2]1[C:10]2[N:9]=[C:8]([N:11]3[CH2:16][CH2:15][N:14]([C:17]4[C:22]([Cl:23])=[CH:21][C:20]([Cl:24])=[CH:19][N:18]=4)[CH2:13][C@H:12]3[CH3:25])[NH:7][C:6]=2[CH:5]=[C:4]([C:26]([F:29])([F:28])[F:27])[CH:3]=1.[Cl:30][C:31]1[CH:36]=[CH:35][C:34](B(O)O)=[CH:33][CH:32]=1. (2) The reactants are: I[C:2]1[CH:7]=[CH:6][C:5]([C:8]2[N:9]([C:19]3[CH:20]=[N:21][C:22]([CH3:25])=[CH:23][CH:24]=3)[CH:10]=[C:11]([C:13]3[CH:18]=[CH:17][CH:16]=[CH:15][N:14]=3)[N:12]=2)=[CH:4][CH:3]=1.[NH2:26][C:27]1[CH:32]=[CH:31][N:30]=[CH:29][C:28]=1[N+:33]([O-:35])=[O:34].C1(P(C2C=CC=CC=2)C2C3OC4C(=CC=CC=4P(C4C=CC=CC=4)C4C=CC=CC=4)C(C)(C)C=3C=CC=2)C=CC=CC=1.C([O-])([O-])=O.[Cs+].[Cs+]. Given the product [CH3:25][C:22]1[N:21]=[CH:20][C:19]([N:9]2[CH:10]=[C:11]([C:13]3[CH:18]=[CH:17][CH:16]=[CH:15][N:14]=3)[N:12]=[C:8]2[C:5]2[CH:6]=[CH:7][C:2]([NH:26][C:27]3[CH:32]=[CH:31][N:30]=[CH:29][C:28]=3[N+:33]([O-:35])=[O:34])=[CH:3][CH:4]=2)=[CH:24][CH:23]=1, predict the reactants needed to synthesize it. (3) Given the product [C:23]([O:27][C:28]([N:30]1[CH2:31][CH2:32][CH:33]([C@H:36]([C:37]2[CH:42]=[CH:41][C:40]([Br:43])=[CH:39][CH:38]=2)[OH:44])[CH2:34][CH2:35]1)=[O:29])([CH3:26])([CH3:24])[CH3:25], predict the reactants needed to synthesize it. The reactants are: B(Cl)([C@@H]1[C@@H](C)[C@@H]2C(C)(C)[C@@H](C2)C1)[C@@H]1[C@@H](C)[C@@H]2C(C)(C)[C@@H](C2)C1.[C:23]([O:27][C:28]([N:30]1[CH2:35][CH2:34][CH:33]([C:36](=[O:44])[C:37]2[CH:42]=[CH:41][C:40]([Br:43])=[CH:39][CH:38]=2)[CH2:32][CH2:31]1)=[O:29])([CH3:26])([CH3:25])[CH3:24]. (4) Given the product [CH2:47]([N:5]([C@@H:4]([C:25]1[CH:26]=[CH:27][CH:28]=[CH:29][CH:30]=1)[CH3:3])[C@@H:43]1[C@H:42]([N:5]2[C:1](=[O:11])[C:2]3[C:3](=[CH:7][CH:8]=[CH:9][CH:10]=3)[C:4]2=[O:6])[CH2:44][CH:7]=[CH:8][CH2:9]1)[C:46]1[CH:10]=[CH:2][CH:1]=[CH:49][CH:45]=1, predict the reactants needed to synthesize it. The reactants are: [C:1]1(=[O:11])[NH:5][C:4](=[O:6])[C:3]2=[CH:7][CH:8]=[CH:9][CH:10]=[C:2]12.[C:25]1(P([C:25]2[CH:30]=[CH:29][CH:28]=[CH:27][CH:26]=2)[C:25]2[CH:30]=[CH:29][CH:28]=[CH:27][CH:26]=2)[CH:30]=[CH:29][CH:28]=[CH:27][CH:26]=1.CC(OC(/N=N/C(O[CH:42]([CH3:44])[CH3:43])=O)=O)C.[CH2:45]1[CH2:49]O[CH2:47][CH2:46]1.